From a dataset of Catalyst prediction with 721,799 reactions and 888 catalyst types from USPTO. Predict which catalyst facilitates the given reaction. (1) Reactant: [Cl:1][C:2]1[CH:3]=[C:4]([C:8]2[C:17]3[C:12](=[CH:13][CH:14]=[C:15]([CH:18]([C:21]4[CH:26]=[CH:25][C:24]([I:27])=[CH:23][CH:22]=4)[C:19]#[N:20])[CH:16]=3)[N:11]=[C:10]([NH:28][NH2:29])[N:9]=2)[CH:5]=[CH:6][CH:7]=1.Cl.C1COCC1.[N:36]([O-])=O.[Na+]. Product: [Cl:1][C:2]1[CH:3]=[C:4]([C:8]2[C:17]3[C:12](=[CH:13][CH:14]=[C:15]([CH:18]([C:21]4[CH:26]=[CH:25][C:24]([I:27])=[CH:23][CH:22]=4)[C:19]#[N:20])[CH:16]=3)[N:11]3[N:36]=[N:29][N:28]=[C:10]3[N:9]=2)[CH:5]=[CH:6][CH:7]=1. The catalyst class is: 6. (2) The catalyst class is: 1. Product: [C:18]([O:17][C:15](=[O:16])[NH:14][C@@H:11]1[C:12](=[O:13])[C@H:7]([CH2:22][C:23]2[CH:28]=[CH:27][C:26]([N+:29]([O-:31])=[O:30])=[C:25]([F:32])[CH:24]=2)[CH2:8][S:9][CH2:10]1)([CH3:21])([CH3:19])[CH3:20]. Reactant: C(OC([C:7]1([CH2:22][C:23]2[CH:28]=[CH:27][C:26]([N+:29]([O-:31])=[O:30])=[C:25]([F:32])[CH:24]=2)[C:12](=[O:13])[CH:11]([NH:14][C:15]([O:17][C:18]([CH3:21])([CH3:20])[CH3:19])=[O:16])[CH2:10][S:9][CH2:8]1)=O)C=C.N1CCOCC1.C([O-])(O)=O.[Na+]. (3) Reactant: [CH2:1]([N:3]([CH2:11][C:12]([N:14]1[CH2:19][CH2:18][S:17][C:16]2[CH:20]=[C:21]([N+:24]([O-:26])=[O:25])[CH:22]=[CH:23][C:15]1=2)=O)[C:4](=[O:10])[O:5][C:6]([CH3:9])([CH3:8])[CH3:7])[CH3:2].B.C1COCC1. Product: [CH2:1]([N:3]([CH2:11][CH2:12][N:14]1[CH2:19][CH2:18][S:17][C:16]2[CH:20]=[C:21]([N+:24]([O-:26])=[O:25])[CH:22]=[CH:23][C:15]1=2)[C:4](=[O:10])[O:5][C:6]([CH3:9])([CH3:7])[CH3:8])[CH3:2]. The catalyst class is: 7. (4) Product: [F:27][C:28]([F:33])([F:32])[C:29]([OH:31])=[O:30].[NH2:15][CH2:14][CH2:13][N:10]1[CH2:11][CH2:12][N:7]([C:5]([C:4]2[CH:23]=[CH:24][C:25]([Cl:26])=[C:2]([Cl:1])[CH:3]=2)=[O:6])[CH2:8][CH2:9]1. Reactant: [Cl:1][C:2]1[CH:3]=[C:4]([CH:23]=[CH:24][C:25]=1[Cl:26])[C:5]([N:7]1[CH2:12][CH2:11][N:10]([CH2:13][CH2:14][NH:15]C(=O)OC(C)(C)C)[CH2:9][CH2:8]1)=[O:6].[F:27][C:28]([F:33])([F:32])[C:29]([OH:31])=[O:30]. The catalyst class is: 4.